From a dataset of Peptide-MHC class I binding affinity with 185,985 pairs from IEDB/IMGT. Regression. Given a peptide amino acid sequence and an MHC pseudo amino acid sequence, predict their binding affinity value. This is MHC class I binding data. (1) The peptide sequence is KRFNITVSK. The MHC is HLA-B35:01 with pseudo-sequence HLA-B35:01. The binding affinity (normalized) is 0.0847. (2) The peptide sequence is RVSVSAILL. The MHC is HLA-A30:01 with pseudo-sequence HLA-A30:01. The binding affinity (normalized) is 0.751.